From a dataset of Blood-brain barrier penetration binary classification data from Martins et al.. Regression/Classification. Given a drug SMILES string, predict its absorption, distribution, metabolism, or excretion properties. Task type varies by dataset: regression for continuous measurements (e.g., permeability, clearance, half-life) or binary classification for categorical outcomes (e.g., BBB penetration, CYP inhibition). Dataset: bbb_martins. The compound is Cc1cc(NC(=O)c2c(C)cccc2C)no1. The result is 1 (penetrates BBB).